This data is from Forward reaction prediction with 1.9M reactions from USPTO patents (1976-2016). The task is: Predict the product of the given reaction. (1) The product is: [C:30]([C:34]1[CH:35]=[C:36]([CH:39]=[CH:40][CH:41]=1)[CH2:37][NH:1][C@@H:2]1[C@@H:7]([OH:8])[C@H:6]([CH2:9][C:10]2[CH:15]=[C:14]([CH2:16][O:17][CH3:18])[C:13]([N+:19]([O-:21])=[O:20])=[C:12]([F:22])[CH:11]=2)[CH2:5][S:4](=[O:24])(=[O:23])[CH2:3]1)([CH3:33])([CH3:31])[CH3:32]. Given the reactants [NH2:1][C@@H:2]1[C@@H:7]([OH:8])[C@H:6]([CH2:9][C:10]2[CH:15]=[C:14]([CH2:16][O:17][CH3:18])[C:13]([N+:19]([O-:21])=[O:20])=[C:12]([F:22])[CH:11]=2)[CH2:5][S:4](=[O:24])(=[O:23])[CH2:3]1.CC([O-])=O.[Na+].[C:30]([C:34]1[CH:35]=[C:36]([CH:39]=[CH:40][CH:41]=1)[CH:37]=O)([CH3:33])([CH3:32])[CH3:31].[BH3-]C#N.[Na+], predict the reaction product. (2) Given the reactants [CH3:1][O:2][P:3]([CH2:7][C:8](=[O:20])[CH:9]([CH3:19])[CH2:10][C:11]#[C:12][C:13]1[CH:18]=[CH:17][CH:16]=[CH:15][CH:14]=1)(=[O:6])[O:4][CH3:5], predict the reaction product. The product is: [CH3:1][O:2][P:3]([CH2:7][C:8](=[O:20])[CH:9]([CH3:19])[CH2:10][CH2:11][CH2:12][C:13]1[CH:14]=[CH:15][CH:16]=[CH:17][CH:18]=1)(=[O:6])[O:4][CH3:5].